From a dataset of Full USPTO retrosynthesis dataset with 1.9M reactions from patents (1976-2016). Predict the reactants needed to synthesize the given product. (1) Given the product [CH2:12]([O:14][C:15]([C:17]1[O:18][C:19]2[C:24]([C:25](=[O:27])[CH:26]=1)=[CH:23][C:22]([O:28][CH3:29])=[CH:21][C:20]=2[N:7]1[CH2:6][CH2:5][N:4]([CH2:3][C:2]([F:1])([F:10])[F:11])[CH2:9][CH2:8]1)=[O:16])[CH3:13], predict the reactants needed to synthesize it. The reactants are: [F:1][C:2]([F:11])([F:10])[CH2:3][N:4]1[CH2:9][CH2:8][NH:7][CH2:6][CH2:5]1.[CH2:12]([O:14][C:15]([C:17]1[O:18][C:19]2[C:24]([C:25](=[O:27])[CH:26]=1)=[CH:23][C:22]([O:28][CH3:29])=[CH:21][C:20]=2Br)=[O:16])[CH3:13].C1(P(C2C=CC=CC=2)C2C=CC3C(=CC=CC=3)C=2C2C3C(=CC=CC=3)C=CC=2P(C2C=CC=CC=2)C2C=CC=CC=2)C=CC=CC=1.C(=O)([O-])[O-].[Cs+].[Cs+].C([O-])([O-])=O.[K+].[K+]. (2) Given the product [CH3:12][C:11]1[CH:13]=[CH:14][C:8]([S:1]([OH:4])(=[O:3])=[O:2])=[CH:9][CH:10]=1, predict the reactants needed to synthesize it. The reactants are: [S:1]([C:8]1[CH:14]=[CH:13][C:11]([CH3:12])=[CH:10][CH:9]=1)([O:4]CCC)(=[O:3])=[O:2]. (3) Given the product [CH:2]12[O:1][CH:5]([CH2:4][CH2:3]1)[CH:8]1[CH:7]2[C:6](=[O:12])[NH:10][C:9]1=[O:11], predict the reactants needed to synthesize it. The reactants are: [O:1]1[CH:5]=[CH:4][CH:3]=[CH:2]1.[C:6]1(=[O:12])[NH:10][C:9](=[O:11])[CH:8]=[CH:7]1. (4) Given the product [NH2:24][CH2:23][C@H:22]([NH:21][C:19]([C:15]1[N:11]2[CH:12]=[CH:13][CH:14]=[C:9]([O:8][CH2:7][CH:1]3[CH2:6][CH2:5][CH2:4][CH2:3][CH2:2]3)[C:10]2=[N:17][C:16]=1[CH3:18])=[O:20])[C:35]1[CH:40]=[CH:39][CH:38]=[CH:37][CH:36]=1, predict the reactants needed to synthesize it. The reactants are: [CH:1]1([CH2:7][O:8][C:9]2[C:10]3[N:11]([C:15]([C:19]([NH:21][C@H:22]([C:35]4[CH:40]=[CH:39][CH:38]=[CH:37][CH:36]=4)[CH2:23][N:24]4C(=O)C5C(=CC=CC=5)C4=O)=[O:20])=[C:16]([CH3:18])[N:17]=3)[CH:12]=[CH:13][CH:14]=2)[CH2:6][CH2:5][CH2:4][CH2:3][CH2:2]1.O.NN. (5) The reactants are: I[C:2]1[CH:10]=[CH:9][C:8]([CH3:11])=[CH:7][C:3]=1[C:4]([OH:6])=[O:5].[NH:12]1[CH:16]=[CH:15][N:14]=[N:13]1.C([O-])([O-])=O.[Cs+].[Cs+].CN[C@@H]1CCCC[C@H]1NC. Given the product [N:12]1[N:13]([C:2]2[CH:10]=[CH:9][C:8]([CH3:11])=[CH:7][C:3]=2[C:4]([OH:6])=[O:5])[N:14]=[CH:15][CH:16]=1, predict the reactants needed to synthesize it. (6) Given the product [F:8][C:7]1[C:2]([F:1])=[C:3]2[C:4]([CH2:13][CH2:14][C:10](=[O:12])[CH2:9]2)=[CH:5][CH:6]=1, predict the reactants needed to synthesize it. The reactants are: [F:1][C:2]1[C:7]([F:8])=[CH:6][CH:5]=[CH:4][C:3]=1[CH2:9][C:10]([OH:12])=O.[C:13](Cl)(=O)[C:14](Cl)=O.[Cl-].[Al+3].[Cl-].[Cl-].Cl. (7) Given the product [F:12][C:10]1[C:9]2[C:4](=[CH:5][CH:6]=[C:7]([OH:14])[C:8]=2[F:13])[CH:3]=[C:2]([C:18]2[CH:26]=[CH:25][C:21]([C:22]([OH:24])=[O:23])=[CH:20][C:19]=2[O:27][CH3:28])[CH:11]=1, predict the reactants needed to synthesize it. The reactants are: Br[C:2]1[CH:3]=[C:4]2[C:9](=[C:10]([F:12])[CH:11]=1)[C:8]([F:13])=[C:7]([OH:14])[CH:6]=[CH:5]2.B([C:18]1[CH:26]=[CH:25][C:21]([C:22]([OH:24])=[O:23])=[CH:20][C:19]=1[O:27][CH3:28])(O)O.